Dataset: NCI-60 drug combinations with 297,098 pairs across 59 cell lines. Task: Regression. Given two drug SMILES strings and cell line genomic features, predict the synergy score measuring deviation from expected non-interaction effect. (1) Drug 1: COC1=CC(=CC(=C1O)OC)C2C3C(COC3=O)C(C4=CC5=C(C=C24)OCO5)OC6C(C(C7C(O6)COC(O7)C8=CC=CS8)O)O. Drug 2: C1=CC(=CC=C1CC(C(=O)O)N)N(CCCl)CCCl.Cl. Cell line: BT-549. Synergy scores: CSS=38.7, Synergy_ZIP=-3.46, Synergy_Bliss=-3.47, Synergy_Loewe=-11.6, Synergy_HSA=-1.70. (2) Cell line: SF-539. Synergy scores: CSS=-3.05, Synergy_ZIP=2.08, Synergy_Bliss=0.0274, Synergy_Loewe=-8.61, Synergy_HSA=-5.03. Drug 2: C#CCC(CC1=CN=C2C(=N1)C(=NC(=N2)N)N)C3=CC=C(C=C3)C(=O)NC(CCC(=O)O)C(=O)O. Drug 1: C1=CC=C(C(=C1)C(C2=CC=C(C=C2)Cl)C(Cl)Cl)Cl.